From a dataset of Forward reaction prediction with 1.9M reactions from USPTO patents (1976-2016). Predict the product of the given reaction. (1) Given the reactants [NH:1]1[CH2:6][CH2:5][CH:4]([N:7]2[C:15]3[C:10](=[CH:11][C:12]([NH2:16])=[CH:13][CH:14]=3)[CH:9]=[N:8]2)[CH2:3][CH2:2]1.Br[CH2:18][C:19]1[CH:24]=[CH:23][C:22]([C:25]([OH:34])([C:30]([F:33])([F:32])[F:31])[C:26]([F:29])([F:28])[F:27])=[CH:21][CH:20]=1.C(=O)([O-])[O-].[K+].[K+], predict the reaction product. The product is: [NH2:16][C:12]1[CH:11]=[C:10]2[C:15](=[CH:14][CH:13]=1)[N:7]([CH:4]1[CH2:3][CH2:2][N:1]([CH2:18][C:19]3[CH:20]=[CH:21][C:22]([C:25]([OH:34])([C:26]([F:27])([F:28])[F:29])[C:30]([F:31])([F:32])[F:33])=[CH:23][CH:24]=3)[CH2:6][CH2:5]1)[N:8]=[CH:9]2. (2) Given the reactants [CH3:1][O:2][C:3]([C:5]1[CH:10]=[N:9][C:8]([N:11]2[CH2:16][CH2:15][CH2:14][CH2:13][CH2:12]2)=[CH:7][N:6]=1)=[O:4].[Br:17]N1C(=O)CCC1=O, predict the reaction product. The product is: [CH3:1][O:2][C:3]([C:5]1[CH:10]=[N:9][C:8]([N:11]2[CH2:16][CH2:15][CH2:14][CH2:13][CH2:12]2)=[C:7]([Br:17])[N:6]=1)=[O:4].